From a dataset of Peptide-MHC class II binding affinity with 134,281 pairs from IEDB. Regression. Given a peptide amino acid sequence and an MHC pseudo amino acid sequence, predict their binding affinity value. This is MHC class II binding data. (1) The peptide sequence is SVKRSNGSAEVHRGA. The MHC is HLA-DPA10301-DPB10402 with pseudo-sequence HLA-DPA10301-DPB10402. The binding affinity (normalized) is 0. (2) The peptide sequence is SVDSLEHEMWRSRAD. The MHC is DRB1_1301 with pseudo-sequence DRB1_1301. The binding affinity (normalized) is 0.179. (3) The peptide sequence is NLYKLHGGHVSCRVK. The MHC is DRB3_0202 with pseudo-sequence DRB3_0202. The binding affinity (normalized) is 0.778. (4) The peptide sequence is EKKYFAATQFEILAA. The MHC is HLA-DQA10401-DQB10402 with pseudo-sequence HLA-DQA10401-DQB10402. The binding affinity (normalized) is 0.422. (5) The MHC is HLA-DQA10301-DQB10302 with pseudo-sequence HLA-DQA10301-DQB10302. The peptide sequence is EADYSQIPISINYRT. The binding affinity (normalized) is 0.0999. (6) The peptide sequence is GKEELQEIPTMLKKG. The MHC is HLA-DQA10501-DQB10303 with pseudo-sequence HLA-DQA10501-DQB10303. The binding affinity (normalized) is 0. (7) The peptide sequence is DIDCWCYGVENVRVA. The MHC is DRB5_0101 with pseudo-sequence DRB5_0101. The binding affinity (normalized) is 0.620.